Dataset: Reaction yield outcomes from USPTO patents with 853,638 reactions. Task: Predict the reaction yield, written as a fraction of the theoretical maximum amount of product (1.0 means a 100% yield; for example, 0.34 means a 34% yield). (1) The reactants are [H-].[Na+].[N:3]([C:6]1[CH:7]=[C:8]([CH:11]=[CH:12][CH:13]=1)[C:9]#[N:10])=[C:4]=[O:5].[Br:14][C:15]1[CH:20]=[CH:19][C:18]([CH2:21][CH2:22][OH:23])=[C:17]([O:24][CH2:25][CH3:26])[CH:16]=1. The catalyst is C1COCC1. The product is [C:9]([C:8]1[CH:7]=[C:6]([NH:3][C:4](=[O:5])[O:23][CH2:22][CH2:21][C:18]2[CH:19]=[CH:20][C:15]([Br:14])=[CH:16][C:17]=2[O:24][CH2:25][CH3:26])[CH:13]=[CH:12][CH:11]=1)#[N:10]. The yield is 0.500. (2) The reactants are [Br:1][C:2]1[CH:10]=[C:9]2[C:5]([CH:6]=[C:7]([CH2:11][OH:12])[NH:8]2)=[CH:4][CH:3]=1. The catalyst is C1COCC1.O=[Mn]=O. The product is [Br:1][C:2]1[CH:10]=[C:9]2[C:5]([CH:6]=[C:7]([CH:11]=[O:12])[NH:8]2)=[CH:4][CH:3]=1. The yield is 0.550. (3) The reactants are [C:1]([OH:10])(=[O:9])[C@H:2]([C@@H:4]([C:6]([OH:8])=O)[OH:5])[OH:3].[C:11](Cl)(=[O:15])[CH:12]([CH3:14])[CH3:13]. The catalyst is C1(C)C=CC=CC=1.CCOCC.CCCCCC. The product is [O:10]=[C:1]1[C@@H:2]([O:3][C:11](=[O:15])[CH:12]([CH3:14])[CH3:13])[C@H:4]([O:5][C:11](=[O:15])[CH:12]([CH3:14])[CH3:13])[C:6](=[O:8])[O:9]1. The yield is 0.710. (4) The reactants are [C:1]([O:5][C:6]([N:8]1[CH2:12][C@@H:11]([CH3:13])[CH2:10][C@H:9]1[C:14]1[NH:15][CH:16]=[C:17]([C:19]2[CH:24]=[CH:23][C:22]([C:25]3[CH:30]=[CH:29][C:28](Br)=[CH:27][CH:26]=3)=[CH:21][CH:20]=2)[N:18]=1)=[O:7])([CH3:4])([CH3:3])[CH3:2].[CH3:32][C:33]1([CH3:49])[C:37]([CH3:39])([CH3:38])[O:36][B:35]([B:35]2[O:36][C:37]([CH3:39])([CH3:38])[C:33]([CH3:49])([CH3:32])[O:34]2)[O:34]1.C(Cl)Cl.CC([O-])=O.[K+]. The catalyst is CN(C=O)C. The product is [C:1]([O:5][C:6]([N:8]1[CH2:12][C@@H:11]([CH3:13])[CH2:10][C@H:9]1[C:14]1[NH:15][CH:16]=[C:17]([C:19]2[CH:24]=[CH:23][C:22]([C:25]3[CH:30]=[CH:29][C:28]([B:35]4[O:36][C:37]([CH3:39])([CH3:38])[C:33]([CH3:49])([CH3:32])[O:34]4)=[CH:27][CH:26]=3)=[CH:21][CH:20]=2)[N:18]=1)=[O:7])([CH3:4])([CH3:3])[CH3:2]. The yield is 0.670. (5) The reactants are COP([CH2:7][C:8](=[O:16])[C:9]([F:15])([F:14])[CH2:10][CH2:11][CH2:12][CH3:13])(=O)OC.[OH-].[Na+].[C:19]([O:22][C@@H:23]1[C@H:27]([CH2:28][CH2:29][CH2:30][CH2:31][CH2:32][CH2:33][C:34]([O:36][CH3:37])=[O:35])[C@@H:26]([CH:38]=O)[C@H:25]([O:40][CH:41]2[CH2:46][CH2:45][CH2:44][CH2:43][O:42]2)[CH2:24]1)(=[O:21])[CH3:20].O. The catalyst is COC(C)(C)C. The product is [C:19]([O:22][C@@H:23]1[C@H:27]([CH2:28][CH2:29][CH2:30][CH2:31][CH2:32][CH2:33][C:34]([O:36][CH3:37])=[O:35])[C@@H:26](/[CH:38]=[CH:7]/[C:8](=[O:16])[C:9]([F:14])([F:15])[CH2:10][CH2:11][CH2:12][CH3:13])[C@H:25]([O:40][CH:41]2[CH2:46][CH2:45][CH2:44][CH2:43][O:42]2)[CH2:24]1)(=[O:21])[CH3:20]. The yield is 0.848. (6) The reactants are [F:1][CH:2]([F:19])[C:3]1[CH:12]=[C:11]2[C:6]([CH2:7][CH2:8][CH2:9][NH:10]2)=[CH:5][C:4]=1[C:13]1[CH:14]=[N:15][N:16]([CH3:18])[CH:17]=1.[C:20]([N:23]1[CH2:28][CH2:27][CH:26]([N:29]2[C:37]3[CH2:36][CH2:35][N:34]([C:38]([O:40][C:41]([CH3:44])([CH3:43])[CH3:42])=[O:39])[CH2:33][C:32]=3[C:31](Br)=[N:30]2)[CH2:25][CH2:24]1)(=[O:22])[CH3:21].C(O[Na])(C)(C)C. The catalyst is O1CCOCC1.Cl[Pd-3](Cl)(=C1N(C2C(C(CC)CC)=CC=CC=2C(CC)CC)C=CN1C1C(C(CC)CC)=CC=CC=1C(CC)CC)C1C(Cl)=CC=CN=1. The product is [C:20]([N:23]1[CH2:28][CH2:27][CH:26]([N:29]2[C:37]3[CH2:36][CH2:35][N:34]([C:38]([O:40][C:41]([CH3:44])([CH3:43])[CH3:42])=[O:39])[CH2:33][C:32]=3[C:31]([N:10]3[C:11]4[C:6](=[CH:5][C:4]([C:13]5[CH:14]=[N:15][N:16]([CH3:18])[CH:17]=5)=[C:3]([CH:2]([F:1])[F:19])[CH:12]=4)[CH2:7][CH2:8][CH2:9]3)=[N:30]2)[CH2:25][CH2:24]1)(=[O:22])[CH3:21]. The yield is 0.420. (7) The reactants are O.O[C:3]1[C:11]2[N:10]=[N:9]NC=2C=[CH:5][CH:4]=1.C(N(C(C)C)C(C)C)C.Cl.CN(C)CCCN=C=NCC.[F:33][C:34]1[CH:35]=[C:36]([C:41]2[C:45]([CH2:46][O:47][C:48]3[CH:56]=[CH:55][C:51]([C:52]([OH:54])=O)=[CH:50][N:49]=3)=[C:44]([CH2:57][OH:58])[O:43][N:42]=2)[CH:37]=[CH:38][C:39]=1[F:40].NN1CCCC1. The catalyst is C1COCC1. The product is [F:33][C:34]1[CH:35]=[C:36]([C:41]2[C:45]([CH2:46][O:47][C:48]3[CH:56]=[CH:55][C:51]([C:52]([NH:9][N:10]4[CH2:5][CH2:4][CH2:3][CH2:11]4)=[O:54])=[CH:50][N:49]=3)=[C:44]([CH2:57][OH:58])[O:43][N:42]=2)[CH:37]=[CH:38][C:39]=1[F:40]. The yield is 0.840.